This data is from Reaction yield outcomes from USPTO patents with 853,638 reactions. The task is: Predict the reaction yield, written as a fraction of the theoretical maximum amount of product (1.0 means a 100% yield; for example, 0.34 means a 34% yield). The reactants are [F:1][C:2]([F:19])([F:18])[CH2:3][O:4][C:5]1[CH:10]=[CH:9][C:8]([N:11]2[CH2:16][CH2:15][CH:14]=[CH:13][C:12]2=[O:17])=[CH:7][CH:6]=1.[CH2:20]([N:27]([CH2:31][Si](C)(C)C)[CH2:28]OC)[C:21]1[CH:26]=[CH:25][CH:24]=[CH:23][CH:22]=1.C(O)(C(F)(F)F)=O. The catalyst is C(Cl)Cl. The product is [CH2:20]([N:27]1[CH2:31][CH:14]2[CH:13]([C:12](=[O:17])[N:11]([C:8]3[CH:9]=[CH:10][C:5]([O:4][CH2:3][C:2]([F:1])([F:18])[F:19])=[CH:6][CH:7]=3)[CH2:16][CH2:15]2)[CH2:28]1)[C:21]1[CH:26]=[CH:25][CH:24]=[CH:23][CH:22]=1. The yield is 0.310.